Dataset: Forward reaction prediction with 1.9M reactions from USPTO patents (1976-2016). Task: Predict the product of the given reaction. (1) Given the reactants [N+:1]([C:4]1[CH:5]=[CH:6][C:7]2[S:11][CH:10]=[N:9][C:8]=2[CH:12]=1)([O-])=O.O.O.Cl[Sn]Cl.CCN(CC)CC, predict the reaction product. The product is: [S:11]1[C:7]2[CH:6]=[CH:5][C:4]([NH2:1])=[CH:12][C:8]=2[N:9]=[CH:10]1. (2) Given the reactants [N:1]([C:4]1[CH:11]=[CH:10][C:7]([C:8]#[N:9])=[C:6]([C:12]([F:15])([F:14])[F:13])[CH:5]=1)=[C:2]=[S:3].[CH3:16][C:17]([NH:21][C:22]1[CH:27]=[CH:26][CH:25]=[CH:24][CH:23]=1)([CH3:20])[C:18]#N.C[OH:29].Cl, predict the reaction product. The product is: [C:22]1([N:21]2[C:17]([CH3:16])([CH3:20])[C:18](=[O:29])[N:1]([C:4]3[CH:11]=[CH:10][C:7]([C:8]#[N:9])=[C:6]([C:12]([F:13])([F:15])[F:14])[CH:5]=3)[C:2]2=[S:3])[CH:27]=[CH:26][CH:25]=[CH:24][CH:23]=1. (3) Given the reactants FC(F)(F)C(O)=O.[NH2:8][C@H:9]([C:19]1[C:24]([C:25]2[CH:26]=[CH:27][C:28]([F:34])=[C:29]([CH:33]=2)[C:30]([NH2:32])=[O:31])=[CH:23][CH:22]=[CH:21][N:20]=1)[CH2:10][C:11]1[CH:16]=[C:15]([F:17])[CH:14]=[C:13]([F:18])[CH:12]=1.[C:35]1([CH2:45][C:46](O)=[O:47])[C:44]2[C:39](=[CH:40][CH:41]=[CH:42][CH:43]=2)[CH:38]=[CH:37][CH:36]=1, predict the reaction product. The product is: [F:17][C:15]1[CH:16]=[C:11]([CH2:10][C@@H:9]([C:19]2[C:24]([C:25]3[CH:26]=[CH:27][C:28]([F:34])=[C:29]([CH:33]=3)[C:30]([NH2:32])=[O:31])=[CH:23][CH:22]=[CH:21][N:20]=2)[NH:8][C:46](=[O:47])[CH2:45][C:35]2[C:44]3[C:39](=[CH:40][CH:41]=[CH:42][CH:43]=3)[CH:38]=[CH:37][CH:36]=2)[CH:12]=[C:13]([F:18])[CH:14]=1.